Task: Predict which catalyst facilitates the given reaction.. Dataset: Catalyst prediction with 721,799 reactions and 888 catalyst types from USPTO (1) Product: [F:78][C:76]1[CH:77]=[C:72]([CH:73]=[C:74]([F:79])[CH:75]=1)[CH2:71][C@H:57]([NH:56][C:14]([C:13]1[CH:12]=[C:11]([C:9]2[O:10][C:6]([CH2:5][CH2:4][C:3]([O:2][CH3:1])=[O:20])=[CH:7][N:8]=2)[CH:19]=[CH:18][CH:17]=1)=[O:16])[C@H:58]([OH:70])[CH2:59][NH:60][CH2:61][C:62]1[CH:67]=[CH:66][CH:65]=[C:64]([CH2:68][CH3:69])[CH:63]=1. The catalyst class is: 59. Reactant: [CH3:1][O:2][C:3](=[O:20])[CH2:4][CH2:5][C:6]1[O:10][C:9]([C:11]2[CH:12]=[C:13]([CH:17]=[CH:18][CH:19]=2)[C:14]([OH:16])=O)=[N:8][CH:7]=1.C(N(C(C)C)CC)(C)C.CN(C(ON1N=NC2C=CC=NC1=2)=[N+](C)C)C.F[P-](F)(F)(F)(F)F.Cl.Cl.[NH2:56][C@@H:57]([CH2:71][C:72]1[CH:77]=[C:76]([F:78])[CH:75]=[C:74]([F:79])[CH:73]=1)[C@H:58]([OH:70])[CH2:59][NH:60][CH2:61][C:62]1[CH:67]=[CH:66][CH:65]=[C:64]([CH2:68][CH3:69])[CH:63]=1. (2) Reactant: [CH2:1]([C:4]1[C:8]([C:9](OCC)=[O:10])=[CH:7][N:6]([C:14]2[CH:19]=[CH:18][C:17]([C:20]([F:23])([F:22])[F:21])=[CH:16][N:15]=2)[N:5]=1)[CH2:2][CH3:3].[H-].C([Al+]CC(C)C)C(C)C.Cl. Product: [CH2:1]([C:4]1[C:8]([CH2:9][OH:10])=[CH:7][N:6]([C:14]2[CH:19]=[CH:18][C:17]([C:20]([F:21])([F:23])[F:22])=[CH:16][N:15]=2)[N:5]=1)[CH2:2][CH3:3]. The catalyst class is: 188. (3) Reactant: C([Li:5])CCC.[CH3:6][C:7]1[CH2:11][C:10]([CH3:12])=[C:9]([CH3:13])[C:8]=1[CH3:14]. Product: [CH3:6][C:7]1[CH:11]([Li:5])[C:10]([CH3:12])=[C:9]([CH3:13])[C:8]=1[CH3:14]. The catalyst class is: 1. (4) Product: [F:1][C:2]1[CH:7]=[CH:6][C:5]([C:8]2[CH:13]=[CH:12][N:11]=[C:10]3[NH:14][C:15]([CH:17]4[CH2:18][CH2:19][N:20]([CH2:23][C:24]([NH2:26])=[O:25])[CH2:21][CH2:22]4)=[CH:16][C:9]=23)=[C:4]([O:27][CH3:28])[CH:3]=1. Reactant: [F:1][C:2]1[CH:7]=[CH:6][C:5]([C:8]2[CH:13]=[CH:12][N:11]=[C:10]3[NH:14][C:15]([C:17]4[CH2:18][CH2:19][N:20]([CH2:23][C:24]([NH2:26])=[O:25])[CH2:21][CH:22]=4)=[CH:16][C:9]=23)=[C:4]([O:27][CH3:28])[CH:3]=1. The catalyst class is: 105. (5) Reactant: S(=O)(=O)(O)N.[CH2:6]1[C:14]2[C:9](=[CH:10][CH:11]=[CH:12][CH:13]=2)[CH2:8][CH:7]1[C@H:15]1[NH:20][C:19](=[O:21])[C@@H:18]([CH:22]([CH2:25][CH3:26])[CH2:23][CH3:24])[N:17]([CH2:27][C:28]2[CH:35]=[CH:34][CH:33]=[CH:32][C:29]=2[CH:30]=[O:31])[C:16]1=[O:36].Cl([O-])=[O:38].[Na+]. Product: [CH2:6]1[C:14]2[C:9](=[CH:10][CH:11]=[CH:12][CH:13]=2)[CH2:8][CH:7]1[C@H:15]1[NH:20][C:19](=[O:21])[C@@H:18]([CH:22]([CH2:25][CH3:26])[CH2:23][CH3:24])[N:17]([CH2:27][C:28]2[CH:35]=[CH:34][CH:33]=[CH:32][C:29]=2[C:30]([OH:38])=[O:31])[C:16]1=[O:36]. The catalyst class is: 192. (6) Reactant: [C:1]([C:4]1[C:9]2[N:10]=[C:11]([C:13]3[CH:31]=[CH:30][C:16]([CH2:17][N:18](C)[C:19](=O)OCC4C=CC=CC=4)=[CH:15][CH:14]=3)[O:12][C:8]=2[CH:7]=[CH:6][CH:5]=1)(=[O:3])[NH2:2]. Product: [CH3:19][NH:18][CH2:17][C:16]1[CH:15]=[CH:14][C:13]([C:11]2[O:12][C:8]3[C:9](=[C:4]([C:1]([NH2:2])=[O:3])[CH:5]=[CH:6][CH:7]=3)[N:10]=2)=[CH:31][CH:30]=1. The catalyst class is: 123. (7) Reactant: [N:1]1[N:2]([C:6]2[CH:7]=[C:8]([CH2:12][OH:13])[CH:9]=[CH:10][CH:11]=2)[N:3]=[CH:4][CH:5]=1. Product: [N:1]1[N:2]([C:6]2[CH:7]=[C:8]([CH:9]=[CH:10][CH:11]=2)[CH:12]=[O:13])[N:3]=[CH:4][CH:5]=1. The catalyst class is: 177. (8) Reactant: [NH2:1][C:2]1[C:11]([N+:12]([O-])=O)=[CH:10][C:5]([C:6]([O:8][CH3:9])=[O:7])=[C:4]([F:15])[C:3]=1[F:16]. Product: [NH2:1][C:2]1[C:11]([NH2:12])=[CH:10][C:5]([C:6]([O:8][CH3:9])=[O:7])=[C:4]([F:15])[C:3]=1[F:16]. The catalyst class is: 886.